Dataset: Peptide-MHC class I binding affinity with 185,985 pairs from IEDB/IMGT. Task: Regression. Given a peptide amino acid sequence and an MHC pseudo amino acid sequence, predict their binding affinity value. This is MHC class I binding data. (1) The peptide sequence is QLTPHTKAV. The MHC is HLA-A30:02 with pseudo-sequence HLA-A30:02. The binding affinity (normalized) is 0. (2) The peptide sequence is LIVILFIMFM. The MHC is HLA-A02:03 with pseudo-sequence HLA-A02:03. The binding affinity (normalized) is 0.439. (3) The binding affinity (normalized) is 0.200. The MHC is Mamu-A02 with pseudo-sequence Mamu-A02. The peptide sequence is YADSVKGRFTI. (4) The peptide sequence is RARKRGITM. The MHC is HLA-A11:01 with pseudo-sequence HLA-A11:01. The binding affinity (normalized) is 0.286. (5) The peptide sequence is LYSFALMLI. The MHC is HLA-A24:03 with pseudo-sequence HLA-A24:03. The binding affinity (normalized) is 0.778. (6) The peptide sequence is NITHTNITTL. The MHC is HLA-A02:06 with pseudo-sequence HLA-A02:06. The binding affinity (normalized) is 0.167.